Dataset: Reaction yield outcomes from USPTO patents with 853,638 reactions. Task: Predict the reaction yield, written as a fraction of the theoretical maximum amount of product (1.0 means a 100% yield; for example, 0.34 means a 34% yield). (1) The reactants are [CH2:1]([N:3]([CH2:8][CH3:9])[CH2:4][CH2:5][NH:6][CH3:7])[CH3:2].Br[CH2:11][C:12]1[CH:13]=[C:14]([CH:18]=[CH:19][CH:20]=1)[C:15]([OH:17])=[O:16].C(=O)([O-])[O-].[K+].[K+].[I-].[K+]. The catalyst is CN(C)C=O. The product is [CH2:1]([N:3]([CH2:8][CH3:9])[CH2:4][CH2:5][N:6]([CH2:11][C:12]1[CH:13]=[C:14]([CH:18]=[CH:19][CH:20]=1)[C:15]([OH:17])=[O:16])[CH3:7])[CH3:2]. The yield is 0.460. (2) The reactants are [O:1]1[C:5]2[CH:6]=[CH:7][C:8]([C:10]3([C:13]([NH:15][C:16]4[CH:17]=[C:18]5[C:22](=[CH:23][C:24]=4[F:25])[NH:21][CH:20]([C:26]([CH3:29])([CH3:28])[CH3:27])[CH2:19]5)=[O:14])[CH2:12][CH2:11]3)=[CH:9][C:4]=2[O:3][CH2:2]1.[CH2:30]([O:37]CCC=O)[C:31]1C=CC=C[CH:32]=1.[BH-](OC(C)=O)(OC(C)=O)OC(C)=O.[Na+]. The catalyst is ClCCl. The product is [O:1]1[C:5]2[CH:6]=[CH:7][C:8]([C:10]3([C:13]([NH:15][C:16]4[CH:17]=[C:18]5[C:22](=[CH:23][C:24]=4[F:25])[N:21]([CH2:32][CH2:31][CH2:30][OH:37])[C:20]([C:26]([CH3:29])([CH3:28])[CH3:27])=[CH:19]5)=[O:14])[CH2:12][CH2:11]3)=[CH:9][C:4]=2[O:3][CH2:2]1. The yield is 0.0800. (3) The reactants are C([O:3][C:4](=[O:40])[C:5]([N:7]([CH2:18][C:19]1[CH:24]=[CH:23][C:22]([C:25]([NH:27][CH2:28][CH2:29][CH2:30][CH2:31][CH2:32][CH2:33][CH2:34][CH2:35][CH2:36][CH2:37][CH2:38][CH3:39])=[O:26])=[CH:21][CH:20]=1)[C:8]1[CH:13]=[CH:12][C:11]([C:14]([F:17])([F:16])[F:15])=[CH:10][CH:9]=1)=[O:6])C.O.O.[OH-].[Li+]. No catalyst specified. The product is [CH2:28]([NH:27][C:25]([C:22]1[CH:21]=[CH:20][C:19]([CH2:18][N:7]([C:5](=[O:6])[C:4]([OH:40])=[O:3])[C:8]2[CH:9]=[CH:10][C:11]([C:14]([F:17])([F:16])[F:15])=[CH:12][CH:13]=2)=[CH:24][CH:23]=1)=[O:26])[CH2:29][CH2:30][CH2:31][CH2:32][CH2:33][CH2:34][CH2:35][CH2:36][CH2:37][CH2:38][CH3:39]. The yield is 0.890.